Dataset: NCI-60 drug combinations with 297,098 pairs across 59 cell lines. Task: Regression. Given two drug SMILES strings and cell line genomic features, predict the synergy score measuring deviation from expected non-interaction effect. (1) Drug 1: C1=CC(=CC=C1CC(C(=O)O)N)N(CCCl)CCCl.Cl. Drug 2: CC1CCC2CC(C(=CC=CC=CC(CC(C(=O)C(C(C(=CC(C(=O)CC(OC(=O)C3CCCCN3C(=O)C(=O)C1(O2)O)C(C)CC4CCC(C(C4)OC)O)C)C)O)OC)C)C)C)OC. Cell line: HS 578T. Synergy scores: CSS=27.7, Synergy_ZIP=-2.90, Synergy_Bliss=-3.36, Synergy_Loewe=-6.14, Synergy_HSA=-1.17. (2) Drug 1: C1CCN(CC1)CCOC2=CC=C(C=C2)C(=O)C3=C(SC4=C3C=CC(=C4)O)C5=CC=C(C=C5)O. Drug 2: CN1C2=C(C=C(C=C2)N(CCCl)CCCl)N=C1CCCC(=O)O.Cl. Cell line: T-47D. Synergy scores: CSS=18.0, Synergy_ZIP=-9.11, Synergy_Bliss=0.690, Synergy_Loewe=4.42, Synergy_HSA=4.47. (3) Drug 1: C1=NC(=NC(=O)N1C2C(C(C(O2)CO)O)O)N. Drug 2: C(CC(=O)O)C(=O)CN.Cl. Cell line: M14. Synergy scores: CSS=37.0, Synergy_ZIP=-10.9, Synergy_Bliss=-1.16, Synergy_Loewe=0.946, Synergy_HSA=1.87.